Dataset: Catalyst prediction with 721,799 reactions and 888 catalyst types from USPTO. Task: Predict which catalyst facilitates the given reaction. (1) Reactant: [CH2:1]([O:3][C:4](=[O:15])[C:5]1[CH:10]=[C:9]([F:11])[C:8](F)=[C:7]([Cl:13])[C:6]=1[F:14])[CH3:2].C(N(CC)CC)C.[C:23]([O:27][C:28](=[O:35])[NH:29][CH:30]1[CH2:34][CH2:33][NH:32][CH2:31]1)([CH3:26])([CH3:25])[CH3:24]. Product: [CH2:1]([O:3][C:4](=[O:15])[C:5]1[CH:10]=[C:9]([F:11])[C:8]([N:32]2[CH2:33][CH2:34][CH:30]([NH:29][C:28]([O:27][C:23]([CH3:26])([CH3:25])[CH3:24])=[O:35])[CH2:31]2)=[C:7]([Cl:13])[C:6]=1[F:14])[CH3:2]. The catalyst class is: 115. (2) Reactant: [CH:1]12[O:8][CH:5]([CH2:6][CH2:7]1)[CH2:4][C:3](=[O:9])[CH2:2]2.[H-].[Al+3].[Li+].[H-].[H-].[H-].O.O.O.O.O.O.O.O.O.O.S([O-])([O-])(=O)=O.[Na+].[Na+]. Product: [CH:5]12[O:8][CH:1]([CH2:7][CH2:6]1)[CH2:2][CH:3]([OH:9])[CH2:4]2. The catalyst class is: 7. (3) Reactant: CON(C)[C:4](=[O:15])[C@@H:5]([NH:7][C:8](=[O:14])[O:9][C:10]([CH3:13])([CH3:12])[CH3:11])[CH3:6].[CH3:17][Mg]Br.O. Product: [CH3:6][C@H:5]([NH:7][C:8](=[O:14])[O:9][C:10]([CH3:11])([CH3:12])[CH3:13])[C:4](=[O:15])[CH3:17]. The catalyst class is: 1. (4) Reactant: [CH3:1][O:2][C:3](=[O:14])[C:4]1[CH:9]=[C:8]([CH2:10]O)[C:7]([NH2:12])=[C:6]([F:13])[CH:5]=1.C(Br)(Br)(Br)[Br:16].C1C=CC(P(C2C=CC=CC=2)C2C=CC=CC=2)=CC=1. Product: [CH3:1][O:2][C:3](=[O:14])[C:4]1[CH:5]=[C:6]([F:13])[C:7]([NH2:12])=[C:8]([CH2:10][Br:16])[CH:9]=1. The catalyst class is: 1. (5) Product: [CH3:22][C:20]([CH3:23])([O:19][C:17]([N:13]1[CH2:14][CH2:15][O:16][CH:11]([CH2:10][O:9][C:8]2[CH:7]=[CH:6][C:5]([C:3]([OH:4])=[O:2])=[CH:25][CH:24]=2)[CH2:12]1)=[O:18])[CH3:21]. The catalyst class is: 5. Reactant: C[O:2][C:3]([C:5]1[CH:25]=[CH:24][C:8]([O:9][CH2:10][CH:11]2[O:16][CH2:15][CH2:14][N:13]([C:17]([O:19][C:20]([CH3:23])([CH3:22])[CH3:21])=[O:18])[CH2:12]2)=[CH:7][CH:6]=1)=[O:4].[OH-].[Na+].Cl.